This data is from Forward reaction prediction with 1.9M reactions from USPTO patents (1976-2016). The task is: Predict the product of the given reaction. (1) Given the reactants [NH:1]1[C:5]2=[CH:6][N:7]=[C:8]([NH:10][C:11]3[C:12]4[C:19]5[CH2:20][CH2:21][C@H:22]([C:24](O)=[O:25])[CH2:23][C:18]=5[S:17][C:13]=4[N:14]=[CH:15][N:16]=3)[CH:9]=[C:4]2[CH:3]=[N:2]1.[CH3:27][C@H:28]1[CH2:33][O:32][CH2:31][CH2:30][NH:29]1, predict the reaction product. The product is: [CH3:27][C@H:28]1[CH2:33][O:32][CH2:31][CH2:30][N:29]1[C:24]([C@H:22]1[CH2:21][CH2:20][C:19]2[C:12]3[C:11]([NH:10][C:8]4[CH:9]=[C:4]5[CH:3]=[N:2][NH:1][C:5]5=[CH:6][N:7]=4)=[N:16][CH:15]=[N:14][C:13]=3[S:17][C:18]=2[CH2:23]1)=[O:25]. (2) Given the reactants Br[C:2]1[CH:7]=[C:6]([O:8][CH2:9][CH3:10])[CH:5]=[CH:4][C:3]=1[CH3:11].C([O-])(=O)C.[K+].[CH3:17][C:18]1([CH3:34])[C:22]([CH3:24])([CH3:23])[O:21][B:20]([B:20]2[O:21][C:22]([CH3:24])([CH3:23])[C:18]([CH3:34])([CH3:17])[O:19]2)[O:19]1.C(Cl)Cl, predict the reaction product. The product is: [CH2:9]([O:8][C:6]1[CH:5]=[CH:4][C:3]([CH3:11])=[C:2]([B:20]2[O:21][C:22]([CH3:24])([CH3:23])[C:18]([CH3:34])([CH3:17])[O:19]2)[CH:7]=1)[CH3:10]. (3) Given the reactants [CH2:1]([O:8][C@@H:9]1[C@@H:14]([O:15][CH2:16][C:17]2[CH:22]=[CH:21][CH:20]=[CH:19][CH:18]=2)[C@H:13]([O:23][CH2:24][C:25]2[CH:30]=[CH:29][CH:28]=[CH:27][CH:26]=2)[C@@H:12]([CH2:31][O:32][CH2:33][C:34]2[CH:39]=[CH:38][CH:37]=[CH:36][CH:35]=2)[O:11][C:10]1([C:41]1[CH:49]=[C:48]([CH2:50][C:51]2[CH:56]=[CH:55][C:54]([O:57][CH3:58])=[CH:53][CH:52]=2)[C:47]([Br:59])=[C:46]2[C:42]=1[CH2:43][CH2:44][CH2:45]2)O)[C:2]1[CH:7]=[CH:6][CH:5]=[CH:4][CH:3]=1.C([SiH](CC)CC)C.B(F)(F)F.CCOCC.C([O-])([O-])=O.[K+].[K+], predict the reaction product. The product is: [CH2:24]([O:23][C@H:13]1[C@H:14]([O:15][CH2:16][C:17]2[CH:18]=[CH:19][CH:20]=[CH:21][CH:22]=2)[C@@H:9]([O:8][CH2:1][C:2]2[CH:7]=[CH:6][CH:5]=[CH:4][CH:3]=2)[CH:10]([C:41]2[CH:49]=[C:48]([CH2:50][C:51]3[CH:52]=[CH:53][C:54]([O:57][CH3:58])=[CH:55][CH:56]=3)[C:47]([Br:59])=[C:46]3[C:42]=2[CH2:43][CH2:44][CH2:45]3)[O:11][C@@H:12]1[CH2:31][O:32][CH2:33][C:34]1[CH:35]=[CH:36][CH:37]=[CH:38][CH:39]=1)[C:25]1[CH:30]=[CH:29][CH:28]=[CH:27][CH:26]=1.